This data is from Full USPTO retrosynthesis dataset with 1.9M reactions from patents (1976-2016). The task is: Predict the reactants needed to synthesize the given product. (1) Given the product [CH:35]([C:32]1[CH:31]=[CH:30][C:29]([C:4]2[CH:5]=[CH:6][C:7]([O:9][CH:10]([C:15]3[CH:16]=[CH:17][C:18]([C:19]([NH:21][CH2:22][CH2:23][C:24]([OH:26])=[O:25])=[O:20])=[CH:27][CH:28]=3)[CH2:11][CH:12]([CH3:14])[CH3:13])=[CH:8][C:3]=2[CH2:1][N:38]2[CH2:43][CH2:42][O:41][CH2:40][CH2:39]2)=[CH:34][CH:33]=1)([CH3:36])[CH3:37], predict the reactants needed to synthesize it. The reactants are: [CH:1]([C:3]1[CH:8]=[C:7]([O:9][CH:10]([C:15]2[CH:28]=[CH:27][C:18]([C:19]([NH:21][CH2:22][CH2:23][C:24]([OH:26])=[O:25])=[O:20])=[CH:17][CH:16]=2)[CH2:11][CH:12]([CH3:14])[CH3:13])[CH:6]=[CH:5][C:4]=1[C:29]1[CH:34]=[CH:33][C:32]([CH:35]([CH3:37])[CH3:36])=[CH:31][CH:30]=1)=O.[NH:38]1[CH2:43][CH2:42][O:41][CH2:40][CH2:39]1.[BH-](OC(C)=O)(OC(C)=O)OC(C)=O.[Na+].C(O)(=O)C. (2) Given the product [C:1]([N:3]=[S:4]([C:7]1[CH:24]=[CH:23][C:10]([CH2:11][N:12]2[C:20](=[O:21])[C:19]3[C:14](=[CH:15][CH:16]=[CH:17][CH:18]=3)[C:13]2=[O:22])=[CH:9][CH:8]=1)[CH:5]([CH3:25])[CH3:6])#[N:2], predict the reactants needed to synthesize it. The reactants are: [C:1]([N:3]=[S:4]([C:7]1[CH:24]=[CH:23][C:10]([CH2:11][N:12]2[C:20](=[O:21])[C:19]3[C:14](=[CH:15][CH:16]=[CH:17][CH:18]=3)[C:13]2=[O:22])=[CH:9][CH:8]=1)[CH2:5][CH3:6])#[N:2].[CH:25](SC1C=CC(CN)=CC=1)(C)C. (3) Given the product [NH2:9][C:10]1[S:11][CH2:12][C@@H:13]2[CH2:19][C@H:18]([C:20]([NH2:22])=[O:21])[O:17][CH2:16][C@:14]2([C:23]2[CH:28]=[CH:27][C:26]([F:29])=[CH:25][C:24]=2[F:30])[N:15]=1, predict the reactants needed to synthesize it. The reactants are: C([NH:9][C:10]1[S:11][CH2:12][C@@H:13]2[CH2:19][C@H:18]([C:20]([NH2:22])=[O:21])[O:17][CH2:16][C@:14]2([C:23]2[CH:28]=[CH:27][C:26]([F:29])=[CH:25][C:24]=2[F:30])[N:15]=1)(=O)C1C=CC=CC=1.N12CCCN=C1CCCCC2. (4) Given the product [F:1][C:2]([F:7])([F:6])[C:3]([OH:5])=[O:4].[Cl:8][C:9]1[C:10]([NH:31][C@@H:32]2[C@@H:37]3[CH2:38][C@@H:34]([CH:35]=[CH:36]3)[C@@H:33]2[C:39]([NH2:41])=[O:40])=[C:11]2[N:17]=[C:16]([C:18]3[CH:19]=[CH:20][C:21]([N:66]4[CH2:67][CH2:68][N:63]([CH3:62])[CH2:64][CH2:65]4)=[CH:22][CH:23]=3)[NH:15][C:12]2=[N:13][CH:14]=1, predict the reactants needed to synthesize it. The reactants are: [F:1][C:2]([F:7])([F:6])[C:3]([OH:5])=[O:4].[Cl:8][C:9]1[C:10]([NH:31][C@@H:32]2[C@@H:37]3[CH2:38][C@@H:34]([CH:35]=[CH:36]3)[C@@H:33]2[C:39]([NH2:41])=[O:40])=[C:11]2[N:17]=[C:16]([C:18]3[CH:23]=[CH:22][C:21](CN4CCOCC4)=[CH:20][CH:19]=3)[NH:15][C:12]2=[N:13][CH:14]=1.NC1C(N)=C(N[C@@H]2[C@@H]3C[C@@H](C=C3)[C@@H]2C(N)=O)C(Cl)=CN=1.[CH3:62][N:63]1[CH2:68][CH2:67][N:66](C2C=CC(C=O)=CC=2)[CH2:65][CH2:64]1. (5) Given the product [OH:6][C@H:5]([CH2:4][OH:3])[CH2:7][O:8][NH:9][C:10]([C:12]1[CH:20]=[CH:19][C:15]2[CH:16]=[N:17][S:18][C:14]=2[C:13]=1[NH:21][C:22]1[CH:27]=[CH:26][C:25]([Br:28])=[CH:24][C:23]=1[F:29])=[O:11], predict the reactants needed to synthesize it. The reactants are: CC1(C)[O:6][C@@H:5]([CH2:7][O:8][NH:9][C:10]([C:12]2[CH:20]=[CH:19][C:15]3[CH:16]=[N:17][S:18][C:14]=3[C:13]=2[NH:21][C:22]2[CH:27]=[CH:26][C:25]([Br:28])=[CH:24][C:23]=2[F:29])=[O:11])[CH2:4][O:3]1.Cl.